Task: Predict the reactants needed to synthesize the given product.. Dataset: Full USPTO retrosynthesis dataset with 1.9M reactions from patents (1976-2016) (1) The reactants are: [Br:1][C:2]1[CH:3]=[C:4]([CH:20]=[CH:21][CH:22]=1)[CH2:5][N:6]1[C:14]2[C:13](=[O:15])[N:12]([CH3:16])[C:11](=[O:17])[N:10]([CH3:18])[C:9]=2[N:8]=[C:7]1S.[Na].[CH2:24]([O:26][CH2:27][CH2:28][OH:29])[CH3:25]. Given the product [Br:1][C:2]1[CH:3]=[C:4]([CH:20]=[CH:21][CH:22]=1)[CH2:5][N:6]1[C:14]2[C:13](=[O:15])[N:12]([CH3:16])[C:11](=[O:17])[N:10]([CH3:18])[C:9]=2[N:8]=[C:7]1[O:29][CH2:28][CH2:27][O:26][CH2:24][CH3:25], predict the reactants needed to synthesize it. (2) Given the product [CH3:13][C:14]1[CH:15]=[C:16]([CH:20]=[CH:21][C:22]=1[CH3:23])[C:17]([N:3]1[C:4]2[C:9](=[CH:8][CH:7]=[CH:6][CH:5]=2)[CH:10]([OH:12])[CH2:11][CH:2]1[CH3:1])=[O:18], predict the reactants needed to synthesize it. The reactants are: [CH3:1][CH:2]1[CH2:11][CH:10]([OH:12])[C:9]2[C:4](=[CH:5][CH:6]=[CH:7][CH:8]=2)[NH:3]1.[CH3:13][C:14]1[CH:15]=[C:16]([CH:20]=[CH:21][C:22]=1[CH3:23])[C:17](O)=[O:18]. (3) Given the product [F:1][C:2]([F:14])([F:13])[C:3]1[CH:12]=[CH:11][CH:10]=[CH:9][C:4]=1[O:5][CH2:6][CH2:7][NH:16][CH2:17][CH2:18][NH:19][S:20]([C:23]1[C:24]2[CH:25]=[CH:26][N:27]=[C:28]([Cl:33])[C:29]=2[CH:30]=[CH:31][CH:32]=1)(=[O:21])=[O:22], predict the reactants needed to synthesize it. The reactants are: [F:1][C:2]([F:14])([F:13])[C:3]1[CH:12]=[CH:11][CH:10]=[CH:9][C:4]=1[O:5][CH2:6][CH:7]=O.Cl.[NH2:16][CH2:17][CH2:18][NH:19][S:20]([C:23]1[C:24]2[CH:25]=[CH:26][N:27]=[C:28]([Cl:33])[C:29]=2[CH:30]=[CH:31][CH:32]=1)(=[O:22])=[O:21].CCN(CC)CC.[BH4-].[Na+].